This data is from Full USPTO retrosynthesis dataset with 1.9M reactions from patents (1976-2016). The task is: Predict the reactants needed to synthesize the given product. (1) Given the product [CH2:23]([NH:30][C:12]([C:11]1[C:10]2[CH2:17][CH2:18][CH2:19][CH2:20][C:9]=2[S:8][C:7]=1[NH:6][C:4](=[O:5])[CH:3]([CH2:1][CH3:2])[CH2:21][CH3:22])=[O:14])[C:24]1[CH:29]=[CH:28][CH:27]=[CH:26][CH:25]=1, predict the reactants needed to synthesize it. The reactants are: [CH2:1]([CH:3]([CH2:21][CH3:22])[C:4]([NH:6][C:7]1[S:8][C:9]2[CH2:20][CH2:19][CH2:18][CH2:17][C:10]=2[C:11]=1[C:12]([O:14]CC)=O)=[O:5])[CH3:2].[CH2:23]([NH2:30])[C:24]1[CH:29]=[CH:28][CH:27]=[CH:26][CH:25]=1. (2) The reactants are: [C:1]1(=[O:8])O[C:5](=[O:6])[CH:4]=[C:2]1[CH3:3].[NH2:9][C:10]1[CH:15]=[CH:14][C:13]([Br:16])=[CH:12][N:11]=1. Given the product [Br:16][C:13]1[CH:14]=[CH:15][C:10]([N:9]2[C:5](=[O:6])[CH:4]=[C:2]([CH3:3])[C:1]2=[O:8])=[N:11][CH:12]=1, predict the reactants needed to synthesize it. (3) Given the product [CH2:15]([NH:14][C:6]1[CH:5]=[CH:4][C:3]2[C:2]([CH3:18])([CH3:1])[CH2:11][CH2:10][C:9]([CH3:12])([CH3:13])[C:8]=2[CH:7]=1)[CH3:16], predict the reactants needed to synthesize it. The reactants are: [CH3:1][C:2]1([CH3:18])[CH2:11][CH2:10][C:9]([CH3:13])([CH3:12])[C:8]2[CH:7]=[C:6]([NH:14][C:15](=O)[CH3:16])[CH:5]=[CH:4][C:3]1=2.[H-].[Al+3].[Li+].[H-].[H-].[H-].[OH-].[Na+].[O-]S([O-])(=O)=O.[Mg+2]. (4) Given the product [Cl:1][C:2]1[CH:3]=[C:4]([N:17]([C:28]2[CH:33]=[CH:32][C:31]([F:34])=[CH:30][C:29]=2[CH3:35])[C:18]([O:20][CH:21]([O:23][C:24](=[O:27])[CH:25]([OH:39])[CH3:26])[CH3:22])=[O:19])[CH:5]=[CH:6][C:7]=1[C:8](=[O:16])[C:9]1[CH:14]=[CH:13][CH:12]=[CH:11][C:10]=1[CH3:15], predict the reactants needed to synthesize it. The reactants are: [Cl:1][C:2]1[CH:3]=[C:4]([N:17]([C:28]2[CH:33]=[CH:32][C:31]([F:34])=[CH:30][C:29]=2[CH3:35])[C:18]([O:20][CH:21]([O:23][C:24](=[O:27])[CH2:25][CH3:26])[CH3:22])=[O:19])[CH:5]=[CH:6][C:7]=1[C:8](=[O:16])[C:9]1[CH:14]=[CH:13][CH:12]=[CH:11][C:10]=1[CH3:15].ClC([O:39]C(=O)N(C1C=CC(C(=O)C2C=CC=CC=2C)=C(Cl)C=1)C1C=CC(F)=CC=1C)C.OC(C)C([O-])=O.C([N+](CCCC)(CCCC)CCCC)CCC. (5) Given the product [CH2:14]([O:13][C:20](=[O:17])[C:19](=[O:21])[CH2:1][C:2]1[CH:9]=[CH:8][C:5]([C:6]#[N:7])=[CH:4][C:3]=1[N+:10]([O-:12])=[O:11])[CH3:15], predict the reactants needed to synthesize it. The reactants are: [CH3:1][C:2]1[CH:9]=[CH:8][C:5]([C:6]#[N:7])=[CH:4][C:3]=1[N+:10]([O-:12])=[O:11].[O-:13][CH2:14][CH3:15].[Na+].[OH2:17].Cl.[CH2:19]([OH:21])[CH3:20]. (6) Given the product [CH:1]1([CH2:4][O:5][C:6]2[CH:11]=[C:10]([F:12])[CH:9]=[CH:8][C:7]=2[C:13]2[C:14]3[N:21]([CH2:22][O:23][CH2:24][CH2:25][Si:26]([CH3:28])([CH3:27])[CH3:29])[C:20]([CH3:30])=[C:19]([C:31]([NH:34][C@@H:35]4[CH2:39][CH2:38][N:37]([C:40]([O:42][C:43]([CH3:46])([CH3:45])[CH3:44])=[O:41])[CH2:36]4)=[O:33])[C:15]=3[N:16]=[CH:17][N:18]=2)[CH2:3][CH2:2]1, predict the reactants needed to synthesize it. The reactants are: [CH:1]1([CH2:4][O:5][C:6]2[CH:11]=[C:10]([F:12])[CH:9]=[CH:8][C:7]=2[C:13]2[C:14]3[N:21]([CH2:22][O:23][CH2:24][CH2:25][Si:26]([CH3:29])([CH3:28])[CH3:27])[C:20]([CH3:30])=[C:19]([C:31]([OH:33])=O)[C:15]=3[N:16]=[CH:17][N:18]=2)[CH2:3][CH2:2]1.[NH2:34][C@@H:35]1[CH2:39][CH2:38][N:37]([C:40]([O:42][C:43]([CH3:46])([CH3:45])[CH3:44])=[O:41])[CH2:36]1.